From a dataset of NCI-60 drug combinations with 297,098 pairs across 59 cell lines. Regression. Given two drug SMILES strings and cell line genomic features, predict the synergy score measuring deviation from expected non-interaction effect. (1) Drug 1: C1CC(CNC1)C2=CC=C(C=C2)N3C=C4C=CC=C(C4=N3)C(=O)N. Drug 2: CC1CCC2CC(C(=CC=CC=CC(CC(C(=O)C(C(C(=CC(C(=O)CC(OC(=O)C3CCCCN3C(=O)C(=O)C1(O2)O)C(C)CC4CCC(C(C4)OC)OP(=O)(C)C)C)C)O)OC)C)C)C)OC. Synergy scores: CSS=34.3, Synergy_ZIP=1.53, Synergy_Bliss=-0.0969, Synergy_Loewe=0.484, Synergy_HSA=0.228. Cell line: HCT116. (2) Drug 1: C1=CC(=CC=C1CCC2=CNC3=C2C(=O)NC(=N3)N)C(=O)NC(CCC(=O)O)C(=O)O. Drug 2: C#CCC(CC1=CN=C2C(=N1)C(=NC(=N2)N)N)C3=CC=C(C=C3)C(=O)NC(CCC(=O)O)C(=O)O. Cell line: CAKI-1. Synergy scores: CSS=19.1, Synergy_ZIP=1.72, Synergy_Bliss=4.00, Synergy_Loewe=4.43, Synergy_HSA=4.49. (3) Drug 1: CC1C(C(CC(O1)OC2CC(CC3=C2C(=C4C(=C3O)C(=O)C5=C(C4=O)C(=CC=C5)OC)O)(C(=O)CO)O)N)O.Cl. Drug 2: CC12CCC3C(C1CCC2=O)CC(=C)C4=CC(=O)C=CC34C. Cell line: NCI-H322M. Synergy scores: CSS=-1.17, Synergy_ZIP=-0.0351, Synergy_Bliss=-1.52, Synergy_Loewe=-2.30, Synergy_HSA=-2.15. (4) Drug 1: CN(C)C1=NC(=NC(=N1)N(C)C)N(C)C. Drug 2: CC1=C(C=C(C=C1)NC(=O)C2=CC=C(C=C2)CN3CCN(CC3)C)NC4=NC=CC(=N4)C5=CN=CC=C5. Cell line: LOX IMVI. Synergy scores: CSS=6.17, Synergy_ZIP=3.50, Synergy_Bliss=9.44, Synergy_Loewe=7.91, Synergy_HSA=7.91. (5) Drug 1: CS(=O)(=O)CCNCC1=CC=C(O1)C2=CC3=C(C=C2)N=CN=C3NC4=CC(=C(C=C4)OCC5=CC(=CC=C5)F)Cl. Drug 2: CC12CCC3C(C1CCC2OP(=O)(O)O)CCC4=C3C=CC(=C4)OC(=O)N(CCCl)CCCl.[Na+]. Cell line: K-562. Synergy scores: CSS=-11.9, Synergy_ZIP=5.94, Synergy_Bliss=-0.822, Synergy_Loewe=-14.6, Synergy_HSA=-14.4. (6) Drug 1: C1=CN(C=N1)CC(O)(P(=O)(O)O)P(=O)(O)O. Drug 2: C1CNP(=O)(OC1)N(CCCl)CCCl. Cell line: ACHN. Synergy scores: CSS=-1.52, Synergy_ZIP=-1.20, Synergy_Bliss=-3.81, Synergy_Loewe=-5.84, Synergy_HSA=-5.81. (7) Drug 1: CC(C)NC(=O)C1=CC=C(C=C1)CNNC.Cl. Drug 2: N.N.Cl[Pt+2]Cl. Cell line: SK-MEL-28. Synergy scores: CSS=31.0, Synergy_ZIP=-5.93, Synergy_Bliss=-3.78, Synergy_Loewe=-12.4, Synergy_HSA=-3.36.